From a dataset of NCI-60 drug combinations with 297,098 pairs across 59 cell lines. Regression. Given two drug SMILES strings and cell line genomic features, predict the synergy score measuring deviation from expected non-interaction effect. (1) Drug 1: CC1=C(N=C(N=C1N)C(CC(=O)N)NCC(C(=O)N)N)C(=O)NC(C(C2=CN=CN2)OC3C(C(C(C(O3)CO)O)O)OC4C(C(C(C(O4)CO)O)OC(=O)N)O)C(=O)NC(C)C(C(C)C(=O)NC(C(C)O)C(=O)NCCC5=NC(=CS5)C6=NC(=CS6)C(=O)NCCC[S+](C)C)O. Drug 2: COCCOC1=C(C=C2C(=C1)C(=NC=N2)NC3=CC=CC(=C3)C#C)OCCOC.Cl. Cell line: SW-620. Synergy scores: CSS=11.0, Synergy_ZIP=-3.41, Synergy_Bliss=-1.74, Synergy_Loewe=-13.4, Synergy_HSA=-3.39. (2) Drug 1: C#CCC(CC1=CN=C2C(=N1)C(=NC(=N2)N)N)C3=CC=C(C=C3)C(=O)NC(CCC(=O)O)C(=O)O. Drug 2: CC1C(C(CC(O1)OC2CC(CC3=C2C(=C4C(=C3O)C(=O)C5=CC=CC=C5C4=O)O)(C(=O)C)O)N)O. Cell line: IGROV1. Synergy scores: CSS=48.0, Synergy_ZIP=-5.47, Synergy_Bliss=-6.35, Synergy_Loewe=-4.41, Synergy_HSA=-2.84. (3) Drug 1: CN1C2=C(C=C(C=C2)N(CCCl)CCCl)N=C1CCCC(=O)O.Cl. Drug 2: C1=NC2=C(N=C(N=C2N1C3C(C(C(O3)CO)O)F)Cl)N. Cell line: UO-31. Synergy scores: CSS=5.53, Synergy_ZIP=-2.16, Synergy_Bliss=-1.35, Synergy_Loewe=-3.44, Synergy_HSA=0.285. (4) Drug 1: C1=CC=C(C=C1)NC(=O)CCCCCCC(=O)NO. Drug 2: C1CCC(C(C1)N)N.C(=O)(C(=O)[O-])[O-].[Pt+4]. Cell line: HCC-2998. Synergy scores: CSS=21.7, Synergy_ZIP=-8.78, Synergy_Bliss=-8.40, Synergy_Loewe=-7.27, Synergy_HSA=-6.61. (5) Drug 1: COC1=CC(=CC(=C1O)OC)C2C3C(COC3=O)C(C4=CC5=C(C=C24)OCO5)OC6C(C(C7C(O6)COC(O7)C8=CC=CS8)O)O. Drug 2: C1CN(P(=O)(OC1)NCCCl)CCCl. Cell line: SNB-75. Synergy scores: CSS=31.6, Synergy_ZIP=-7.54, Synergy_Bliss=-0.199, Synergy_Loewe=-27.9, Synergy_HSA=0.521.